Dataset: Reaction yield outcomes from USPTO patents with 853,638 reactions. Task: Predict the reaction yield, written as a fraction of the theoretical maximum amount of product (1.0 means a 100% yield; for example, 0.34 means a 34% yield). The reactants are Cl[C:2]1[CH:3]=[C:4]([NH:10][C:11]2[CH:16]=[CH:15][C:14]([S:17]([CH3:20])(=[O:19])=[O:18])=[CH:13][N:12]=2)[C:5](=[O:9])[N:6]([CH3:8])[N:7]=1.B1(B2OC(C)(C)C(C)(C)O2)OC(C)(C)C(C)(C)O1.CC(C1C=C(C(C)C)C(C2C=CC=CC=2P(C2CCCCC2)C2CCCCC2)=C(C(C)C)C=1)C.CC([O-])=O.[K+].Cl[C:79]1[CH:86]=[CH:85][CH:84]=[C:83]([N:87]2[C:93](=[O:94])[C:92]3[CH:95]=[CH:96][C:97]([C:99]([CH3:103])([CH3:102])[CH:100]=[O:101])=[CH:98][C:91]=3[O:90][CH2:89][CH2:88]2)[C:80]=1[CH:81]=[O:82].C([O-])([O-])=O.[K+].[K+].C1(P(C2CCCCC2)C2CCCCC2)CCCCC1. The catalyst is O1CCOCC1.C([O-])(=O)C.[Pd+2].C([O-])(=O)C.C1C=CC(/C=C/C(/C=C/C2C=CC=CC=2)=O)=CC=1.C1C=CC(/C=C/C(/C=C/C2C=CC=CC=2)=O)=CC=1.[Pd].O. The product is [CH3:103][C:99]([C:97]1[CH:96]=[CH:95][C:92]2[C:93](=[O:94])[N:87]([C:83]3[CH:84]=[CH:85][CH:86]=[C:79]([C:2]4[CH:3]=[C:4]([NH:10][C:11]5[CH:16]=[CH:15][C:14]([S:17]([CH3:20])(=[O:19])=[O:18])=[CH:13][N:12]=5)[C:5](=[O:9])[N:6]([CH3:8])[N:7]=4)[C:80]=3[CH:81]=[O:82])[CH2:88][CH2:89][O:90][C:91]=2[CH:98]=1)([CH3:102])[CH:100]=[O:101]. The yield is 0.375.